From a dataset of Forward reaction prediction with 1.9M reactions from USPTO patents (1976-2016). Predict the product of the given reaction. (1) The product is: [Cl:24][C:25]1[CH:30]=[CH:29][C:28]([S:31]([CH:34]2[CH2:39][CH2:38][CH:37]([C:40]([N:1]([CH3:44])[C:2]3[CH:7]=[CH:6][C:5]([CH2:8][N:9]4[CH2:14][CH2:13][N:12]([C:15]([O:17][C:18]([CH3:19])([CH3:21])[CH3:20])=[O:16])[C@@H:11]([CH3:22])[CH2:10]4)=[C:4]([CH3:23])[CH:3]=3)=[O:42])[CH2:36][CH2:35]2)(=[O:33])=[O:32])=[CH:27][CH:26]=1. Given the reactants [NH2:1][C:2]1[CH:7]=[CH:6][C:5]([CH2:8][N:9]2[CH2:14][CH2:13][N:12]([C:15]([O:17][C:18]([CH3:21])([CH3:20])[CH3:19])=[O:16])[C@@H:11]([CH3:22])[CH2:10]2)=[C:4]([CH3:23])[CH:3]=1.[Cl:24][C:25]1[CH:30]=[CH:29][C:28]([S:31]([C@H:34]2[CH2:39][CH2:38][C@H:37]([C:40]([OH:42])=O)[CH2:36][CH2:35]2)(=[O:33])=[O:32])=[CH:27][CH:26]=1.O.[CH3:44]N(C)C=O, predict the reaction product. (2) Given the reactants ClC(Cl)(O[C:5](=[O:11])OC(Cl)(Cl)Cl)Cl.[CH3:13][C:14]1[CH:19]=[C:18]([C:20]2[CH:21]=[CH:22][C:23]3[N:29]4[CH2:30][C@H:26]([CH2:27][CH2:28]4)[NH:25][C:24]=3[N:31]=2)[CH:17]=[CH:16][N:15]=1.C(N(CC)CC)C.Cl.[CH3:40][N:41]1[CH:45]=[C:44]([NH2:46])[N:43]=[N:42]1, predict the reaction product. The product is: [CH3:40][N:41]1[CH:45]=[C:44]([NH:46][C:5]([N:25]2[C@@H:26]3[CH2:30][N:29]([CH2:28][CH2:27]3)[C:23]3[CH:22]=[CH:21][C:20]([C:18]4[CH:17]=[CH:16][N:15]=[C:14]([CH3:13])[CH:19]=4)=[N:31][C:24]2=3)=[O:11])[N:43]=[N:42]1. (3) Given the reactants [CH3:1][O:2][C:3]1[CH:12]=[CH:11][C:6]([C:7]([O:9][CH3:10])=[O:8])=[CH:5][C:4]=1[NH:13][C:14]([C:16]1[S:17][CH:18]=[CH:19][CH:20]=1)=[NH:15].[O-]Cl.[Na+].C([O-])(O)=O.[Na+], predict the reaction product. The product is: [CH3:1][O:2][C:3]1[C:4]2[NH:13][C:14]([C:16]3[S:17][CH:18]=[CH:19][CH:20]=3)=[N:15][C:5]=2[C:6]([C:7]([O:9][CH3:10])=[O:8])=[CH:11][CH:12]=1.